This data is from Reaction yield outcomes from USPTO patents with 853,638 reactions. The task is: Predict the reaction yield, written as a fraction of the theoretical maximum amount of product (1.0 means a 100% yield; for example, 0.34 means a 34% yield). (1) The reactants are [S:1]1[CH:5]=[CH:4][C:3]2=[CH:6][C:7]3[S:8][CH:9]=[CH:10][C:11]=3[CH:12]=[C:2]12.[CH2:13]([Li])[CH2:14][CH2:15][CH3:16].[CH2:18]([Sn:22](Cl)([CH2:27][CH2:28][CH2:29][CH3:30])[CH2:23][CH2:24][CH2:25][CH3:26])[CH2:19][CH2:20][CH3:21].CC[CH2:34][CH2:35][CH2:36][CH3:37]. The catalyst is C1COCC1. The product is [CH2:13]([Sn:22]([CH2:34][CH2:35][CH2:36][CH3:37])([CH2:18][CH2:19][CH2:20][CH3:21])[C:5]1[S:1][C:2]2=[CH:12][C:11]3[CH:10]=[C:9]([Sn:22]([CH2:27][CH2:28][CH2:29][CH3:30])([CH2:23][CH2:24][CH2:25][CH3:26])[CH2:18][CH2:19][CH2:20][CH3:21])[S:8][C:7]=3[CH:6]=[C:3]2[CH:4]=1)[CH2:14][CH2:15][CH3:16]. The yield is 0.420. (2) The reactants are Cl[C:2]1[CH:3]=[C:4]([CH:7]=[CH:8][N:9]=1)[C:5]#[N:6].[CH3:10][Al](C)C.Cl. The catalyst is O1CCOCC1.C1C=CC([P]([Pd]([P](C2C=CC=CC=2)(C2C=CC=CC=2)C2C=CC=CC=2)([P](C2C=CC=CC=2)(C2C=CC=CC=2)C2C=CC=CC=2)[P](C2C=CC=CC=2)(C2C=CC=CC=2)C2C=CC=CC=2)(C2C=CC=CC=2)C2C=CC=CC=2)=CC=1. The product is [CH3:10][C:2]1[CH:3]=[C:4]([CH:7]=[CH:8][N:9]=1)[C:5]#[N:6]. The yield is 0.570.